Task: Predict the reaction yield, written as a fraction of the theoretical maximum amount of product (1.0 means a 100% yield; for example, 0.34 means a 34% yield).. Dataset: Reaction yield outcomes from USPTO patents with 853,638 reactions (1) The reactants are [CH:1]1[C:14]2[C:5](=[N:6][C:7]3[C:12]([N:13]=2)=[CH:11][CH:10]=[CH:9][CH:8]=3)[CH:4]=[CH:3][C:2]=1[C:15]([OH:17])=O.Cl.Cl.[NH2:20][CH:21]1[CH:26]2[CH2:27][CH2:28][N:23]([CH2:24][CH2:25]2)[CH2:22]1. No catalyst specified. The product is [N:23]12[CH2:28][CH2:27][CH:26]([CH2:25][CH2:24]1)[CH:21]([NH:20][C:15]([C:2]1[CH:3]=[CH:4][C:5]3[C:14](=[N:13][C:12]4[C:7]([N:6]=3)=[CH:8][CH:9]=[CH:10][CH:11]=4)[CH:1]=1)=[O:17])[CH2:22]2. The yield is 0.250. (2) The reactants are [NH2:1][C:2]1[C:3]([C:15]([O:17]C)=O)=[N:4][C:5]([C:8]2[CH:13]=[CH:12][CH:11]=[C:10]([Br:14])[CH:9]=2)=[CH:6][N:7]=1.[NH3:19]. No catalyst specified. The product is [NH2:1][C:2]1[C:3]([C:15]([NH2:19])=[O:17])=[N:4][C:5]([C:8]2[CH:13]=[CH:12][CH:11]=[C:10]([Br:14])[CH:9]=2)=[CH:6][N:7]=1. The yield is 0.800. (3) The reactants are [F:1][C:2]1[CH:7]=[CH:6][C:5]([N:8]=[C:9]=[O:10])=[CH:4][CH:3]=1.[N:11]1([CH:16]([C:20]2[CH:25]=[CH:24][C:23]([NH2:26])=[CH:22][CH:21]=2)[CH:17]([CH3:19])[CH3:18])[CH:15]=[CH:14][N:13]=[CH:12]1. The yield is 0.320. The catalyst is C1COCC1. The product is [F:1][C:2]1[CH:7]=[CH:6][C:5]([NH:8][C:9]([NH:26][C:23]2[CH:24]=[CH:25][C:20]([CH:16]([N:11]3[CH:15]=[CH:14][N:13]=[CH:12]3)[CH:17]([CH3:19])[CH3:18])=[CH:21][CH:22]=2)=[O:10])=[CH:4][CH:3]=1. (4) The reactants are O[C@H:2]1[C:7]2[CH:8]=[C:9]([S:11]([NH2:14])(=[O:13])=[O:12])[S:10][C:6]=2[S:5](=[O:16])(=[O:15])[N:4]([CH2:17][CH2:18][CH2:19][O:20][CH3:21])[CH2:3]1.[CH2:22]([N:24](CC)CC)[CH3:23].S(Cl)(C1C=CC(C)=CC=1)(=O)=O. The catalyst is O1CCCC1. The product is [CH3:23][CH2:22][NH:24][C@@H:2]1[C:7]2[CH:8]=[C:9]([S:11]([NH2:14])(=[O:13])=[O:12])[S:10][C:6]=2[S:5](=[O:16])(=[O:15])[N:4]([CH2:17][CH2:18][CH2:19][O:20][CH3:21])[CH2:3]1. The yield is 0.660. (5) The reactants are [Cl:1][C:2]1[CH:3]=[C:4]([S:9]([CH:12]2[CH2:17][CH2:16][NH:15][CH2:14][CH2:13]2)(=[O:11])=[O:10])[CH:5]=[CH:6][C:7]=1[Cl:8].Cl[C:19]1[CH:24]=[CH:23][C:22]([C:25]([F:28])([F:27])[F:26])=[CH:21][N:20]=1. No catalyst specified. The product is [Cl:1][C:2]1[CH:3]=[C:4]([S:9]([CH:12]2[CH2:17][CH2:16][N:15]([C:19]3[CH:24]=[CH:23][C:22]([C:25]([F:28])([F:27])[F:26])=[CH:21][N:20]=3)[CH2:14][CH2:13]2)(=[O:11])=[O:10])[CH:5]=[CH:6][C:7]=1[Cl:8]. The yield is 0.370. (6) The reactants are [F:1][C:2]1[CH:24]=[CH:23][C:5]([CH:6]=[C:7]2[CH2:16][CH2:15][C:14]3[CH:13]=[C:12]([C:17]([O:19]CC)=[O:18])[CH:11]=[CH:10][C:9]=3[C:8]2=O)=[CH:4][CH:3]=1.[NH:25]([C:27]1[CH:28]=[C:29]2[C:34](=[CH:35][CH:36]=1)[C:33](=[O:37])[NH:32][CH2:31][CH2:30]2)[NH2:26].C(O)C.[O-]CC.[Na+]. The yield is 0.630. The catalyst is CN(C)C=O. The product is [F:1][C:2]1[CH:24]=[CH:23][C:5]([CH:6]2[CH:7]3[C:8]([C:9]4[CH:10]=[CH:11][C:12]([C:17]([OH:19])=[O:18])=[CH:13][C:14]=4[CH2:15][CH2:16]3)=[N:26][N:25]2[C:27]2[CH:28]=[C:29]3[C:34](=[CH:35][CH:36]=2)[C:33](=[O:37])[NH:32][CH2:31][CH2:30]3)=[CH:4][CH:3]=1.